Dataset: Reaction yield outcomes from USPTO patents with 853,638 reactions. Task: Predict the reaction yield, written as a fraction of the theoretical maximum amount of product (1.0 means a 100% yield; for example, 0.34 means a 34% yield). (1) The reactants are Cl.[CH3:2][C:3]1[C:7]([CH2:8][N:9]2[CH:13]=[C:12]([NH2:14])[CH:11]=[N:10]2)=[C:6]([CH3:15])[O:5][N:4]=1.[C:16]1([C@H:22]([CH3:26])[C:23](O)=[O:24])[CH:21]=[CH:20][CH:19]=[CH:18][CH:17]=1.C1CN([P+](ON2N=NC3C=CC=CC2=3)(N2CCCC2)N2CCCC2)CC1.F[P-](F)(F)(F)(F)F.C(N(CC)CC)C. The catalyst is C(OCC)(=O)C.CN(C=O)C. The product is [CH3:2][C:3]1[C:7]([CH2:8][N:9]2[CH:13]=[C:12]([NH:14][C:23](=[O:24])[C@H:22]([C:16]3[CH:21]=[CH:20][CH:19]=[CH:18][CH:17]=3)[CH3:26])[CH:11]=[N:10]2)=[C:6]([CH3:15])[O:5][N:4]=1. The yield is 0.600. (2) The reactants are [O:1]=[C:2]1[C:7]([CH2:8][C:9]2[CH:14]=[CH:13][C:12]([C:15]3[C:16]([C:21]#[N:22])=[CH:17][CH:18]=[CH:19][CH:20]=3)=[CH:11][CH:10]=2)=[C:6]([CH2:23][CH2:24][CH3:25])[N:5]2[N:26]=[CH:27][N:28]=[C:4]2[N:3]1[CH:29]1[CH2:34][CH2:33][CH:32]([O:35][CH2:36][CH:37]=[CH2:38])[CH2:31][CH2:30]1.C(N(CC)CC)C.[OH:46][N:47]=[C:48](Cl)[CH3:49]. The catalyst is C(Cl)Cl. The product is [CH3:49][C:48]1[CH2:38][CH:37]([CH2:36][O:35][C@H:32]2[CH2:31][CH2:30][C@H:29]([N:3]3[C:2](=[O:1])[C:7]([CH2:8][C:9]4[CH:10]=[CH:11][C:12]([C:15]5[C:16]([C:21]#[N:22])=[CH:17][CH:18]=[CH:19][CH:20]=5)=[CH:13][CH:14]=4)=[C:6]([CH2:23][CH2:24][CH3:25])[N:5]4[N:26]=[CH:27][N:28]=[C:4]34)[CH2:34][CH2:33]2)[O:46][N:47]=1. The yield is 0.280. (3) The reactants are [CH:1]1([C:7]2[C:15]3[C:10](=[CH:11][C:12]([C:16]([O:18][CH3:19])=[O:17])=[CH:13][CH:14]=3)[NH:9][C:8]=2[C:20]2[CH:25]=[CH:24][C:23]([OH:26])=[CH:22][C:21]=2[O:27][CH2:28][O:29][CH3:30])[CH2:6][CH2:5][CH2:4][CH2:3][CH2:2]1.C([O-])([O-])=O.[Cs+].[Cs+].Br[CH2:38][C:39]1[CH:44]=[CH:43][CH:42]=[CH:41][N:40]=1. The catalyst is CN(C=O)C.CCOC(C)=O. The product is [CH:1]1([C:7]2[C:15]3[C:10](=[CH:11][C:12]([C:16]([O:18][CH3:19])=[O:17])=[CH:13][CH:14]=3)[NH:9][C:8]=2[C:20]2[CH:25]=[CH:24][C:23]([O:26][CH2:38][C:39]3[CH:44]=[CH:43][CH:42]=[CH:41][N:40]=3)=[CH:22][C:21]=2[O:27][CH2:28][O:29][CH3:30])[CH2:6][CH2:5][CH2:4][CH2:3][CH2:2]1. The yield is 0.890. (4) The reactants are Cl[S:2]([C:5]1[CH:13]=[CH:12][C:8]([C:9]([OH:11])=[O:10])=[CH:7][CH:6]=1)(=[O:4])=[O:3].[CH3:14][O:15][C:16]1[CH:23]=[CH:22][C:19]([CH2:20][NH2:21])=[CH:18][CH:17]=1.C(N(CC)CC)C. The catalyst is CC(C)=O. The product is [CH3:14][O:15][C:16]1[CH:23]=[CH:22][C:19]([CH2:20][NH:21][S:2]([C:5]2[CH:13]=[CH:12][C:8]([C:9]([OH:11])=[O:10])=[CH:7][CH:6]=2)(=[O:4])=[O:3])=[CH:18][CH:17]=1. The yield is 0.700. (5) The reactants are Br.[NH2:2][C:3]1[N:11]=[CH:10][C:9]([Br:12])=[CH:8][C:4]=1[C:5]([OH:7])=O.CCN(CC)CC.C(Cl)CCl.C1C=CC2N(O)N=NC=2C=1.[CH3:34][N:35]([CH3:39])[CH2:36][CH2:37][NH2:38]. The catalyst is C(Cl)Cl. The product is [NH2:2][C:3]1[N:11]=[CH:10][C:9]([Br:12])=[CH:8][C:4]=1[C:5]([NH:38][CH2:37][CH2:36][N:35]([CH3:39])[CH3:34])=[O:7]. The yield is 0.700.